This data is from Forward reaction prediction with 1.9M reactions from USPTO patents (1976-2016). The task is: Predict the product of the given reaction. (1) Given the reactants [Cl:1][C:2]1[CH:3]=[C:4]([N:9]2[C:13](=[O:14])[C@@H:12]3[CH2:15][C@@H:16]([OH:18])[CH2:17][N:11]3[C:10]2=[O:19])[CH:5]=[C:6]([Cl:8])[CH:7]=1.C1C=CC(P(C2C=CC=CC=2)C2C=CC=CC=2)=CC=1.[Br:39][C:40]1[CH:45]=[CH:44][C:43](O)=[CH:42][CH:41]=1.CC(OC(/N=N/C(OC(C)C)=O)=O)C, predict the reaction product. The product is: [Cl:1][C:2]1[CH:3]=[C:4]([N:9]2[C:13](=[O:14])[C@@H:12]3[CH2:15][C@H:16]([O:18][C:43]4[CH:44]=[CH:45][C:40]([Br:39])=[CH:41][CH:42]=4)[CH2:17][N:11]3[C:10]2=[O:19])[CH:5]=[C:6]([Cl:8])[CH:7]=1. (2) Given the reactants [C:1]([O:5][C:6]([N:8]1[CH2:13][CH2:12][N:11]2[CH:14]=[C:15]([C:17]([OH:19])=O)[N:16]=[C:10]2[CH2:9]1)=[O:7])([CH3:4])([CH3:3])[CH3:2].[NH2:20][C@@H:21]([CH3:37])[CH2:22][N:23]1[CH:27]=[CH:26][C:25]([C:28]2[CH:35]=[CH:34][C:31]([C:32]#[N:33])=[C:30]([Cl:36])[CH:29]=2)=[N:24]1, predict the reaction product. The product is: [Cl:36][C:30]1[CH:29]=[C:28]([C:25]2[CH:26]=[CH:27][N:23]([CH2:22][C@@H:21]([NH:20][C:17]([C:15]3[N:16]=[C:10]4[CH2:9][N:8]([C:6]([O:5][C:1]([CH3:2])([CH3:3])[CH3:4])=[O:7])[CH2:13][CH2:12][N:11]4[CH:14]=3)=[O:19])[CH3:37])[N:24]=2)[CH:35]=[CH:34][C:31]=1[C:32]#[N:33]. (3) Given the reactants [O:1]=[C:2]1[CH:10]2[C@H:5]([C@@H]3O[C@H]2C=C3)[C:4](=[O:12])[N:3]1[CH2:13][CH2:14][P:15]([CH2:20][CH2:21][P:22]([CH2:27][CH2:28][C:29]([O:31]CC)=[O:30])([O:24]CC)=[O:23])([O:17]CC)=[O:16].CC(N(C)C)=O.C1(C)C=CC=CC=1.Cl, predict the reaction product. The product is: [O:1]=[C:2]1[CH:10]=[CH:5][C:4](=[O:12])[N:3]1[CH2:13][CH2:14][P:15]([CH2:20][CH2:21][P:22]([CH2:27][CH2:28][C:29]([OH:31])=[O:30])([OH:24])=[O:23])([OH:17])=[O:16].